This data is from Forward reaction prediction with 1.9M reactions from USPTO patents (1976-2016). The task is: Predict the product of the given reaction. (1) Given the reactants [Si:1]([O:18][CH2:19][CH2:20][C:21]1([C:34]2[CH:39]=[CH:38][CH:37]=[CH:36][CH:35]=2)[NH:25][N:24]=[C:23]([C:26]2[CH:31]=[C:30]([F:32])[CH:29]=[CH:28][C:27]=2[F:33])[S:22]1)([C:14]([CH3:17])([CH3:16])[CH3:15])([C:8]1[CH:13]=[CH:12][CH:11]=[CH:10][CH:9]=1)[C:2]1[CH:7]=[CH:6][CH:5]=[CH:4][CH:3]=1.[C:40]([N:48]=[C:49]=[S:50])(=[O:47])[C:41]1[CH:46]=[CH:45][CH:44]=[CH:43][CH:42]=1, predict the reaction product. The product is: [Si:1]([O:18][CH2:19][CH2:20][C:21]1([C:34]2[CH:39]=[CH:38][CH:37]=[CH:36][CH:35]=2)[N:25]([C:49]([NH:48][C:40](=[O:47])[C:41]2[CH:42]=[CH:43][CH:44]=[CH:45][CH:46]=2)=[S:50])[N:24]=[C:23]([C:26]2[CH:31]=[C:30]([F:32])[CH:29]=[CH:28][C:27]=2[F:33])[S:22]1)([C:14]([CH3:15])([CH3:17])[CH3:16])([C:2]1[CH:3]=[CH:4][CH:5]=[CH:6][CH:7]=1)[C:8]1[CH:9]=[CH:10][CH:11]=[CH:12][CH:13]=1. (2) Given the reactants [OH:1][CH2:2][C:3]([CH2:16][OH:17])([CH2:6][O:7][CH2:8][C:9]([CH2:14][OH:15])([CH2:12][OH:13])[CH2:10][OH:11])[CH2:4][OH:5].[SH:18][CH:19]([CH3:24])[CH2:20][C:21]([OH:23])=O.[OH2:25].C1(C)[CH:31]=[CH:30][C:29]([S:32](O)(=O)=O)=[CH:28]C=1.[C:37](=[O:40])([O-])O.[Na+], predict the reaction product. The product is: [SH:32][CH:29]([CH3:28])[CH2:30][C:31]([O:11][CH2:10][C:9]([CH2:14][OH:15])([CH2:8][O:7][CH2:6][C:3]([CH2:16][O:17][C:37](=[O:40])[CH2:20][CH:19]([SH:18])[CH3:24])([CH2:4][O:5][C:21](=[O:23])[CH2:20][CH:19]([SH:18])[CH3:24])[CH2:2][O:1][C:21](=[O:23])[CH2:20][CH:19]([SH:18])[CH3:24])[CH2:12][O:13][C:21](=[O:23])[CH2:20][CH:19]([SH:18])[CH3:24])=[O:25]. (3) Given the reactants Br[C:2]1[CH:3]=[C:4]2[C:8](=[CH:9][CH:10]=1)[C:7](=[O:11])[O:6][CH2:5]2.[B:12]1([B:12]2[O:16][C:15]([CH3:18])([CH3:17])[C:14]([CH3:20])([CH3:19])[O:13]2)[O:16][C:15]([CH3:18])([CH3:17])[C:14]([CH3:20])([CH3:19])[O:13]1.C([O-])(=O)C.[K+], predict the reaction product. The product is: [CH3:17][C:15]1([CH3:18])[O:16][B:12]([C:2]2[CH:10]=[CH:9][C:8]3[C:7](=[O:11])[O:6][CH2:5][C:4]=3[CH:3]=2)[O:13][C:14]1([CH3:20])[CH3:19]. (4) Given the reactants [CH2:1]([OH:10])[CH2:2][CH2:3][CH2:4][CH2:5][CH2:6][CH2:7][CH2:8][OH:9].[H-].[Na+].[F:13][C:14]1[CH:15]=[C:16]([CH:19]=[CH:20][C:21]=1[F:22])[CH2:17]Br, predict the reaction product. The product is: [F:13][C:14]1[CH:15]=[C:16]([CH:19]=[CH:20][C:21]=1[F:22])[CH2:17][O:9][CH2:8][CH2:7][CH2:6][CH2:5][CH2:4][CH2:3][CH2:2][CH2:1][OH:10]. (5) Given the reactants Cl[C:2]1[CH:3]=[C:4]([NH:11][C:12]2[N:17]=[CH:16][C:15]([C:18]([N:20]3[CH2:25][CH2:24][O:23][CH2:22][CH2:21]3)=[O:19])=[CH:14][CH:13]=2)[C:5]2[N:6]([CH:8]=[CH:9][N:10]=2)[N:7]=1.[C:26]([C:30]1[CH:54]=[CH:53][C:33]([C:34]([NH:36][C:37]2[CH:42]=[CH:41][CH:40]=[C:39](B3OC(C)(C)C(C)(C)O3)[C:38]=2[CH3:52])=[O:35])=[CH:32][CH:31]=1)([CH3:29])([CH3:28])[CH3:27].C(=O)([O-])[O-].[K+].[K+].C1(C)C=CC=CC=1, predict the reaction product. The product is: [C:26]([C:30]1[CH:54]=[CH:53][C:33]([C:34]([NH:36][C:37]2[CH:42]=[CH:41][CH:40]=[C:39]([C:2]3[CH:3]=[C:4]([NH:11][C:12]4[CH:13]=[CH:14][C:15]([C:18]([N:20]5[CH2:25][CH2:24][O:23][CH2:22][CH2:21]5)=[O:19])=[CH:16][N:17]=4)[C:5]4[N:6]([CH:8]=[CH:9][N:10]=4)[N:7]=3)[C:38]=2[CH3:52])=[O:35])=[CH:32][CH:31]=1)([CH3:29])([CH3:27])[CH3:28]. (6) Given the reactants [N:1]1([CH2:8][CH2:9][O:10][C:11]2[CH:16]=[CH:15][C:14]([C:17]([C:19]3[C:28]4[C:23](=[CH:24][C:25]([O:29]C)=[CH:26][CH:27]=4)[CH:22]=[CH:21][C:20]=3[C:31]3[C:36]([F:37])=[CH:35][C:34]([F:38])=[CH:33][C:32]=3[F:39])=[O:18])=[CH:13][CH:12]=2)[CH2:7][CH2:6][CH2:5][CH2:4][CH2:3][CH2:2]1.Cl.B(Br)(Br)Br.C(=O)(O)[O-].[Na+], predict the reaction product. The product is: [N:1]1([CH2:8][CH2:9][O:10][C:11]2[CH:16]=[CH:15][C:14]([C:17]([C:19]3[C:28]4[C:23](=[CH:24][C:25]([OH:29])=[CH:26][CH:27]=4)[CH:22]=[CH:21][C:20]=3[C:31]3[C:36]([F:37])=[CH:35][C:34]([F:38])=[CH:33][C:32]=3[F:39])=[O:18])=[CH:13][CH:12]=2)[CH2:7][CH2:6][CH2:5][CH2:4][CH2:3][CH2:2]1.